Task: Predict the product of the given reaction.. Dataset: Forward reaction prediction with 1.9M reactions from USPTO patents (1976-2016) (1) The product is: [NH2:23][C:21]1[NH:20][N:19]=[C:18]([NH:17][C:4]2[CH:3]=[C:2]([Cl:1])[C:7]([C:8]3[CH:13]=[CH:12][C:11](=[O:14])[NH:10][CH:9]=3)=[C:6]([Cl:16])[CH:5]=2)[N:22]=1. Given the reactants [Cl:1][C:2]1[CH:3]=[C:4]([NH:17][C:18]2[N:22]=[C:21]([NH2:23])[NH:20][N:19]=2)[CH:5]=[C:6]([Cl:16])[C:7]=1[C:8]1[CH:9]=[N:10][C:11]([O:14]C)=[CH:12][CH:13]=1.Br, predict the reaction product. (2) Given the reactants [C:1]([OH:4])(=[O:3])C.CN1CC[O:9][CH2:8][CH2:7]1.ON1C(=O)CC[C:14]1=O.Cl.CN(C)[CH2:23][CH2:24][CH2:25][N:26]=[C:27]=[N:28]CC.C([O:36][C:37](=[O:66])[C:38]1[CH:43]=[CH:42][CH:41]=[C:40]([CH2:44][CH:45]([B:51]2[O:59]C3C(C)(C4CC(C3)C4(C)C)[O:52]2)[NH:46][Si](C)(C)C)[C:39]=1[O:64]C)(C)(C)C, predict the reaction product. The product is: [CH:1]([OH:4])=[O:3].[NH2:28][C:27]1[CH:14]=[C:23]([CH2:7][C:8]([NH:46][C@H:45]([B:51]([OH:52])[OH:59])[CH2:44][C:40]2[C:39]([OH:64])=[C:38]([CH:43]=[CH:42][CH:41]=2)[C:37]([OH:36])=[O:66])=[O:9])[CH:24]=[CH:25][N:26]=1. (3) Given the reactants [C:1]1([CH2:7][CH2:8][CH2:9][CH2:10][C:11]2([CH2:16][CH2:17][CH2:18][CH2:19][CH2:20][CH2:21][CH2:22][CH2:23][OH:24])[O:15][CH2:14][CH2:13][O:12]2)[CH:6]=[CH:5][CH:4]=[CH:3][CH:2]=1.C(=O)(O)[O-].[Na+].Cl[O-].[Na+], predict the reaction product. The product is: [C:1]1([CH2:7][CH2:8][CH2:9][CH2:10][C:11]2([CH2:16][CH2:17][CH2:18][CH2:19][CH2:20][CH2:21][CH2:22][CH:23]=[O:24])[O:15][CH2:14][CH2:13][O:12]2)[CH:2]=[CH:3][CH:4]=[CH:5][CH:6]=1. (4) Given the reactants [CH3:1][N:2]([C:4]1[CH:9]=[CH:8][C:7]([C:10]([F:13])([F:12])[F:11])=[CH:6][C:5]=1[N+:14]([O-:16])=[O:15])[NH2:3].[OH:17][C:18]1[CH:25]=[C:24]([OH:26])[CH:23]=[C:22]([OH:27])[C:19]=1[CH:20]=O, predict the reaction product. The product is: [CH3:1][N:2]([C:4]1[CH:9]=[CH:8][C:7]([C:10]([F:13])([F:12])[F:11])=[CH:6][C:5]=1[N+:14]([O-:16])=[O:15])[N:3]=[CH:20][C:19]1[C:18]([OH:17])=[CH:25][C:24]([OH:26])=[CH:23][C:22]=1[OH:27]. (5) Given the reactants [Br:1][C:2]1[CH:3]=[C:4]([CH:7]=[CH:8][C:9]=1[O:10][CH2:11][C:12]([CH3:14])=[CH2:13])[CH:5]=O.[N:15]([CH2:18][C:19]([O:21][CH2:22][CH3:23])=[O:20])=[N+:16]=[N-:17].CC[O-].[Na+].O, predict the reaction product. The product is: [N:15]([C:18](=[CH:5][C:4]1[CH:7]=[CH:8][C:9]([O:10][CH2:11][C:12]([CH3:14])=[CH2:13])=[C:2]([Br:1])[CH:3]=1)[C:19]([O:21][CH2:22][CH3:23])=[O:20])=[N+:16]=[N-:17]. (6) The product is: [Br:1][C:2]1[CH:3]=[C:4]([S:8][CH2:14][CH:15]2[CH2:21][CH2:20][CH2:19][CH2:18][CH2:17][CH2:16]2)[CH:5]=[CH:6][CH:7]=1. Given the reactants [Br:1][C:2]1[CH:3]=[C:4]([SH:8])[CH:5]=[CH:6][CH:7]=1.CS(O[CH2:14][CH:15]1[CH2:21][CH2:20][CH2:19][CH2:18][CH2:17][CH2:16]1)(=O)=O, predict the reaction product.